This data is from Experimentally validated miRNA-target interactions with 360,000+ pairs, plus equal number of negative samples. The task is: Binary Classification. Given a miRNA mature sequence and a target amino acid sequence, predict their likelihood of interaction. (1) The miRNA is mmu-miR-143-3p with sequence UGAGAUGAAGCACUGUAGCUC. The protein sequence of the target gene is MHSPRKLFHARSSLATRRSTALVVLTSLAIGIAGFTFGLAVILIPGLRLTGRNCLTNTPPKTVRVVWDVAGNSNGVVSGEKKRHKVMGFVGIQTGFGSAGRRRSLRKTWMPSDPEGLRRLEESTGLAIRFMIGKTKSEEKMAQLRREIAEYDDFVLLDIEEEYSKLPYKTLAFFKAAYALYDSEFYVKADDDIYLRPDRLSLLLAKERSHSQTYLGCLKKGPVFTDPKLKWYEPLSHLLGKEYFLHAYGPIYALSADVVASLVALKNNSFRMFNNEDVTIGAWMLAMNVNHENHHILCEP.... Result: 0 (no interaction). (2) The miRNA is hsa-miR-610 with sequence UGAGCUAAAUGUGUGCUGGGA. Result: 0 (no interaction). The protein sequence of the target gene is MAASERRAFAHKINRTVAAEVRKQVSRERSGSPHSSRRCSSSLGVPLTEVVEPLDFEDVLLSRPPDAEPGPLRDLVEFPADDLELLLQPRECRTTEPGIPKDEKLDAQVRAAVEMYIEDWVIVHRRYQYLSAAYSPVTTDTQRERQKGLPRQVFEQDASGDERSGPEDSNDSRRGSGSPEDTPRSSGASSIFDLRNLAADSLLPSLLERAAPEDVDRRNETLRRQHRPPALLTLYPAPDEDEAVERCSRPEPPREHFGQRILVKCLSLKFEIEIEPIFGILALYDVREKKKISENFYFDL.... (3) The miRNA is mmu-miR-129b-5p with sequence GCUUUUUGGGGUAAGGGCUUCC. The protein sequence of the target gene is MAESWLRLCGAGPGEEAGPEGGMEEPDALDDSLTSLQWLQEFSILNAKAPTLPPGGTDPHGYHQVPGLVAPGSPLAADPACLGQPHTPGKPTSSCTSRSAPPGLQAPPPDDVDYATNPHVKPPYSYATLICMAMQASKATKITLSAIYKWITDNFCYFRHADPTWQNSIRHNLSLNKCFIKVPREKDEPGKGGFWRIDPQYAERLLSGAFKKRRLPPVHIHPAFARQASQEPSAAPWGGPLTVNREAQQLLQEFEEATGEGGWGTGEGRLGHKRKQPLPKRVAKVLRPPSTLLLTQEEQG.... Result: 0 (no interaction). (4) The miRNA is hsa-miR-6504-5p with sequence UCUGGCUGUGCUGUAAUGCAG. The protein sequence of the target gene is MAATELRGVVGPGPAAIAALGGGGAGPPVVGGGGGRGDAGPGSGAASGTVVAAAAGGPGPGAGGVAAAGPAPAPPTGGSGGSGAGGSGSAREGWLFKWTNYIKGYQRRWFVLSNGLLSYYRSKAEMRHTCRGTINLATANITVEDSCNFIISNGGAQTYHLKASSEVERQRWVTALELAKAKAVKMLAESDESGDEESVSQTDKTELQNTLRTLSSKVEDLSTCNDLIAKHGTALQRSLSELESLKLPAESNEKIKQVNERATLFRITSNAMINACRDFLMLAQTHSKKWQKSLQYERDQ.... Result: 0 (no interaction). (5) The miRNA is mmu-miR-8103 with sequence UCUCCUGUUCUCUGUUCUCCC. The protein sequence of the target gene is MSFLKSFPPPGPAEGLLRQQPDTEAVLNGKGLGTGTLYIAESRLSWLDGSGLGFSLEYPTISLHALSRDRSDCLGEHLYVMVNAKFEEESKEPVADEEEEDSDDDVEPITEFRFVPSDKSALEAMFTAMCECQALHPDPEDEDSDDYDGEEYDVEAHEQGQGDIPTFYTYEEGLSHLTAEGQATLERLEGMLSQSVSSQYNMAGVRTEDSIRDYEDGMEVDTTPTVAGQFEDADVDH. Result: 0 (no interaction). (6) The miRNA is mmu-miR-7001-3p with sequence CGCUCACACUCCCUCUGCAG. The protein sequence of the target gene is MVPIRPALAPWPRHLLRCVLLLGGLRLGHPADSAAALLEPDVFLIFSQGMQGCLEAQGVQVRVTPVCNASLPAQRWKWVSRNRLFNLGATQCLGTGWPVTNTTVSLGMYECDREALSLRWQCRTLGDQLSLLLGARASNASKPGTLERGDQTRSGHWNIYGSEEDLCARPYYEVYTIQGNSHGKPCTIPFKYDNQWFHGCTSTGREDGHLWCATTQDYGKDERWGFCPIKSNDCETFWDKDQLTDSCYQFNFQSTLSWREAWASCEQQGADLLSITEIHEQTYINGLLTGYSSTLWIGLN.... Result: 0 (no interaction).